Dataset: Peptide-MHC class II binding affinity with 134,281 pairs from IEDB. Task: Regression. Given a peptide amino acid sequence and an MHC pseudo amino acid sequence, predict their binding affinity value. This is MHC class II binding data. The peptide sequence is KEPIVGAETFYVDGA. The MHC is DRB1_0405 with pseudo-sequence DRB1_0405. The binding affinity (normalized) is 0.639.